From a dataset of CYP3A4 inhibition data for predicting drug metabolism from PubChem BioAssay. Regression/Classification. Given a drug SMILES string, predict its absorption, distribution, metabolism, or excretion properties. Task type varies by dataset: regression for continuous measurements (e.g., permeability, clearance, half-life) or binary classification for categorical outcomes (e.g., BBB penetration, CYP inhibition). Dataset: cyp3a4_veith. The drug is COc1ccccc1NC(=O)CN1CCN(CC(=O)Nc2ccc(OCc3ccccc3)cc2)CC1. The result is 0 (non-inhibitor).